Dataset: Forward reaction prediction with 1.9M reactions from USPTO patents (1976-2016). Task: Predict the product of the given reaction. (1) Given the reactants [O:1]=[C:2]1[C:7]2[NH:8][C:9]3[CH:10]=[CH:11][CH:12]=[CH:13][C:14]=3[C:6]=2[N:5]=[C:4]([S:15][CH2:16][C:17]([OH:19])=O)[N:3]1[C:20]1[CH:25]=[CH:24][CH:23]=[CH:22][CH:21]=1.[NH2:26][CH:27]([CH2:30][CH3:31])[CH2:28][CH3:29].C(N(CC)CC)C.CN(C(ON1N=NC2C=CC=NC1=2)=[N+](C)C)C.F[P-](F)(F)(F)(F)F, predict the reaction product. The product is: [O:1]=[C:2]1[C:7]2[NH:8][C:9]3[CH:10]=[CH:11][CH:12]=[CH:13][C:14]=3[C:6]=2[N:5]=[C:4]([S:15][CH2:16][C:17]([NH:26][CH:27]([CH2:30][CH3:31])[CH2:28][CH3:29])=[O:19])[N:3]1[C:20]1[CH:25]=[CH:24][CH:23]=[CH:22][CH:21]=1. (2) Given the reactants [CH3:1][N:2]1[C:10]([CH2:11][CH:12]2[CH2:17][CH2:16][NH:15][CH2:14][CH2:13]2)=[N:9][C:8]2[C:3]1=[N:4][C:5]([N:24]1[C:28]3[CH:29]=[CH:30][CH:31]=[CH:32][C:27]=3[N:26]=[C:25]1[CH3:33])=[N:6][C:7]=2[N:18]1[CH2:23][CH2:22][O:21][CH2:20][CH2:19]1.Br[CH:35]([CH3:39])[C:36]([NH2:38])=[O:37], predict the reaction product. The product is: [CH3:1][N:2]1[C:10]([CH2:11][CH:12]2[CH2:17][CH2:16][N:15]([C@@H:35]([CH3:39])[C:36]([NH2:38])=[O:37])[CH2:14][CH2:13]2)=[N:9][C:8]2[C:3]1=[N:4][C:5]([N:24]1[C:28]3[CH:29]=[CH:30][CH:31]=[CH:32][C:27]=3[N:26]=[C:25]1[CH3:33])=[N:6][C:7]=2[N:18]1[CH2:19][CH2:20][O:21][CH2:22][CH2:23]1. (3) Given the reactants [CH3:1][O:2][C:3](=[O:18])[CH2:4][C@H:5]([NH:8][C:9]([C:11]1[C:16]([NH2:17])=[CH:15][CH:14]=[CH:13][N:12]=1)=[O:10])[CH2:6][CH3:7].Cl[C:20](OC(Cl)(Cl)Cl)=[O:21], predict the reaction product. The product is: [CH3:1][O:2][C:3](=[O:18])[CH2:4][C@H:5]([N:8]1[C:9](=[O:10])[C:11]2[N:12]=[CH:13][CH:14]=[CH:15][C:16]=2[NH:17][C:20]1=[O:21])[CH2:6][CH3:7]. (4) Given the reactants [CH2:1]([NH2:6])[CH2:2][CH2:3][CH2:4][CH3:5].C([O:9][C:10]([C:12]1[S:13][C:14]([N:17]2[CH2:22][CH2:21][N:20]([C:23](=[O:34])[C:24]3[CH:29]=[CH:28][CH:27]=[CH:26][C:25]=3[C:30]([F:33])([F:32])[F:31])[CH2:19][CH2:18]2)=[N:15][N:16]=1)=O)C, predict the reaction product. The product is: [CH2:1]([NH:6][C:10]([C:12]1[S:13][C:14]([N:17]2[CH2:18][CH2:19][N:20]([C:23](=[O:34])[C:24]3[CH:29]=[CH:28][CH:27]=[CH:26][C:25]=3[C:30]([F:33])([F:32])[F:31])[CH2:21][CH2:22]2)=[N:15][N:16]=1)=[O:9])[CH2:2][CH2:3][CH2:4][CH3:5]. (5) Given the reactants [NH2:1][C:2]1[CH:22]=[CH:21][C:5]([CH2:6][N:7]2[C:11]3=[N:12][CH:13]=[CH:14][CH:15]=[C:10]3[C:9]([CH2:16][C:17]([O:19][CH3:20])=[O:18])=[N:8]2)=[CH:4][CH:3]=1.C(N(CC)CC)C.[CH:30]1[C:39]2[C:34](=[CH:35][CH:36]=[CH:37][CH:38]=2)[CH:33]=[CH:32][C:31]=1[C:40](Cl)=[O:41], predict the reaction product. The product is: [CH:30]1[C:39]2[C:34](=[CH:35][CH:36]=[CH:37][CH:38]=2)[CH:33]=[CH:32][C:31]=1[C:40]([NH:1][C:2]1[CH:3]=[CH:4][C:5]([CH2:6][N:7]2[C:11]3=[N:12][CH:13]=[CH:14][CH:15]=[C:10]3[C:9]([CH2:16][C:17]([O:19][CH3:20])=[O:18])=[N:8]2)=[CH:21][CH:22]=1)=[O:41].